Dataset: Peptide-MHC class I binding affinity with 185,985 pairs from IEDB/IMGT. Task: Regression. Given a peptide amino acid sequence and an MHC pseudo amino acid sequence, predict their binding affinity value. This is MHC class I binding data. (1) The peptide sequence is ASLANVDLV. The MHC is H-2-Kb with pseudo-sequence H-2-Kb. The binding affinity (normalized) is 0.204. (2) The peptide sequence is LANPTADDF. The MHC is HLA-A25:01 with pseudo-sequence HLA-A25:01. The binding affinity (normalized) is 0.0847. (3) The peptide sequence is KTNDFAPAW. The MHC is HLA-A02:11 with pseudo-sequence HLA-A02:11. The binding affinity (normalized) is 0.0847. (4) The peptide sequence is GTSFVYVPSAL. The MHC is Patr-B0101 with pseudo-sequence Patr-B0101. The binding affinity (normalized) is 0.182. (5) The binding affinity (normalized) is 0.0914. The MHC is H-2-Db with pseudo-sequence H-2-Db. The peptide sequence is ANYFYANV.